Dataset: Forward reaction prediction with 1.9M reactions from USPTO patents (1976-2016). Task: Predict the product of the given reaction. Given the reactants [Cl:1][C:2]1[CH:18]=[CH:17][C:5]([CH2:6][C:7]2[O:11][N:10]=[C:9]([C:12]([O:14]CC)=O)[N:8]=2)=[CH:4][CH:3]=1.Cl.[Cl:20][C:21]1[CH:22]=[C:23]2[C:27](=[CH:28][CH:29]=1)[NH:26][CH:25]=[C:24]2[CH2:30][CH2:31][NH2:32].CN(C(ON1N=NC2C=CC=NC1=2)=[N+](C)C)C.F[P-](F)(F)(F)(F)F.C(N(CC)C(C)C)(C)C, predict the reaction product. The product is: [Cl:20][C:21]1[CH:22]=[C:23]2[C:27](=[CH:28][CH:29]=1)[NH:26][CH:25]=[C:24]2[CH2:30][CH2:31][NH:32][C:12]([C:9]1[N:8]=[C:7]([CH2:6][C:5]2[CH:4]=[CH:3][C:2]([Cl:1])=[CH:18][CH:17]=2)[O:11][N:10]=1)=[O:14].